From a dataset of NCI-60 drug combinations with 297,098 pairs across 59 cell lines. Regression. Given two drug SMILES strings and cell line genomic features, predict the synergy score measuring deviation from expected non-interaction effect. Drug 1: C1=NC2=C(N=C(N=C2N1C3C(C(C(O3)CO)O)O)F)N. Drug 2: CC1=C(N=C(N=C1N)C(CC(=O)N)NCC(C(=O)N)N)C(=O)NC(C(C2=CN=CN2)OC3C(C(C(C(O3)CO)O)O)OC4C(C(C(C(O4)CO)O)OC(=O)N)O)C(=O)NC(C)C(C(C)C(=O)NC(C(C)O)C(=O)NCCC5=NC(=CS5)C6=NC(=CS6)C(=O)NCCC[S+](C)C)O. Cell line: SK-MEL-5. Synergy scores: CSS=8.79, Synergy_ZIP=0.555, Synergy_Bliss=4.08, Synergy_Loewe=3.69, Synergy_HSA=3.79.